This data is from Peptide-MHC class II binding affinity with 134,281 pairs from IEDB. The task is: Regression. Given a peptide amino acid sequence and an MHC pseudo amino acid sequence, predict their binding affinity value. This is MHC class II binding data. (1) The peptide sequence is AAATAGETVYGAFAA. The MHC is HLA-DQA10102-DQB10602 with pseudo-sequence HLA-DQA10102-DQB10602. The binding affinity (normalized) is 0.441. (2) The peptide sequence is VVLRKRQGPKQMLVG. The MHC is DRB3_0101 with pseudo-sequence DRB3_0101. The binding affinity (normalized) is 0.342. (3) The peptide sequence is LGVLLLIGCWYCRRRNGYR. The MHC is DRB1_1501 with pseudo-sequence DRB1_1501. The binding affinity (normalized) is 0.376. (4) The binding affinity (normalized) is 0.652. The peptide sequence is MAVYTLITAAIIHRE. The MHC is DRB1_0405 with pseudo-sequence DRB1_0405. (5) The peptide sequence is HDYEGLSYRSLQPET. The MHC is DRB1_1501 with pseudo-sequence DRB1_1501. The binding affinity (normalized) is 0.201. (6) The peptide sequence is EKKVFAATQFEPLAA. The MHC is HLA-DQA10301-DQB10302 with pseudo-sequence HLA-DQA10301-DQB10302. The binding affinity (normalized) is 0.325. (7) The peptide sequence is WTQSLRRGLSAWTTS. The MHC is DRB3_0101 with pseudo-sequence DRB3_0101. The binding affinity (normalized) is 0.